Task: Predict which catalyst facilitates the given reaction.. Dataset: Catalyst prediction with 721,799 reactions and 888 catalyst types from USPTO (1) Reactant: [F:1][C:2]1[CH:7]=[CH:6][C:5]([CH3:8])=[CH:4][C:3]=1[NH:9][C:10]([NH:12][C:13]1[CH:33]=[CH:32][C:16]([O:17][C:18]2[CH:23]=[CH:22][N:21]=[C:20]([C:24]3[NH:28][CH:27]=[C:26]([C:29](O)=[O:30])[CH:25]=3)[CH:19]=2)=[CH:15][CH:14]=1)=[O:11].CN(C(ON1N=NC2C=CC=NC1=2)=[N+](C)C)C.F[P-](F)(F)(F)(F)F.C(N(CC)C(C)C)(C)C.Cl.[NH2:68][CH2:69][CH2:70][CH2:71][CH2:72][C:73]([O:75][CH2:76][CH3:77])=[O:74].Cl. Product: [F:1][C:2]1[CH:7]=[CH:6][C:5]([CH3:8])=[CH:4][C:3]=1[NH:9][C:10]([NH:12][C:13]1[CH:33]=[CH:32][C:16]([O:17][C:18]2[CH:23]=[CH:22][N:21]=[C:20]([C:24]3[NH:28][CH:27]=[C:26]([C:29]([NH:68][CH2:69][CH2:70][CH2:71][CH2:72][C:73]([O:75][CH2:76][CH3:77])=[O:74])=[O:30])[CH:25]=3)[CH:19]=2)=[CH:15][CH:14]=1)=[O:11]. The catalyst class is: 18. (2) Reactant: [Na].[CH2:2]([OH:5])[CH2:3][OH:4].Cl[C:7]1[C:16]2[C:11](=[CH:12][C:13]([O:17][CH3:18])=[CH:14][CH:15]=2)[N:10]=[CH:9][CH:8]=1. Product: [CH3:18][O:17][C:13]1[CH:12]=[C:11]2[C:16]([C:7]([O:4][CH2:3][CH2:2][OH:5])=[CH:8][CH:9]=[N:10]2)=[CH:15][CH:14]=1. The catalyst class is: 6. (3) Reactant: F[C:2]1[CH:9]=[CH:8][C:5]([C:6]#[N:7])=[CH:4][C:3]=1[C:10]([F:13])([F:12])[F:11].[CH3:14][CH:15]([OH:17])[CH3:16].[H-].[Na+]. Product: [CH3:14][CH:15]([O:17][C:2]1[CH:9]=[CH:8][C:5]([C:6]#[N:7])=[CH:4][C:3]=1[C:10]([F:13])([F:12])[F:11])[CH3:16]. The catalyst class is: 7. (4) Reactant: [O:1]1[C:6]2[CH:7]=[CH:8][C:9]([CH2:11][NH:12][CH:13]3[CH2:18][CH2:17][N:16]([CH2:19][CH2:20][N:21]4[C:30]5[C:25](=[CH:26][C:27]([O:31][CH3:32])=[CH:28][CH:29]=5)[C:24]([CH3:33])=[CH:23][C:22]4=[O:34])[CH2:15][CH2:14]3)=[CH:10][C:5]=2[O:4][CH2:3][CH2:2]1.[ClH:35].C(OCC)(=O)C. Product: [ClH:35].[O:1]1[C:6]2[CH:7]=[CH:8][C:9]([CH2:11][NH:12][CH:13]3[CH2:18][CH2:17][N:16]([CH2:19][CH2:20][N:21]4[C:30]5[C:25](=[CH:26][C:27]([O:31][CH3:32])=[CH:28][CH:29]=5)[C:24]([CH3:33])=[CH:23][C:22]4=[O:34])[CH2:15][CH2:14]3)=[CH:10][C:5]=2[O:4][CH2:3][CH2:2]1. The catalyst class is: 13. (5) Reactant: [Cl:1][C:2]1[CH:10]=[CH:9][CH:8]=[C:7]([Cl:11])[C:3]=1[C:4]([NH2:6])=[O:5].C(Cl)(=O)[C:13](Cl)=[O:14]. Product: [Cl:1][C:2]1[CH:10]=[CH:9][CH:8]=[C:7]([Cl:11])[C:3]=1[C:4]([N:6]=[C:13]=[O:14])=[O:5]. The catalyst class is: 11. (6) Reactant: [Cl:1][C:2]1[C:11]2[C:6](=[CH:7][CH:8]=[C:9]([F:12])[CH:10]=2)[N:5]=[N:4][C:3]=1[CH:13]([OH:15])[CH3:14]. Product: [Cl:1][C:2]1[C:11]2[C:6](=[CH:7][CH:8]=[C:9]([F:12])[CH:10]=2)[N:5]=[N:4][C:3]=1[C:13](=[O:15])[CH3:14]. The catalyst class is: 661.